This data is from Full USPTO retrosynthesis dataset with 1.9M reactions from patents (1976-2016). The task is: Predict the reactants needed to synthesize the given product. Given the product [Cl:3][C:4]1[CH:9]=[CH:8][C:7]([C:10]2[S:18][C:17]3[C:16](=[O:19])[N:15]([CH2:20][CH2:21][C:22]4[CH:23]=[CH:24][C:25]([CH2:28][N:29]([CH3:30])[S:32]([CH3:31])(=[O:34])=[O:33])=[CH:26][CH:27]=4)[CH:14]=[N:13][C:12]=3[CH:11]=2)=[CH:6][CH:5]=1, predict the reactants needed to synthesize it. The reactants are: Cl.Cl.[Cl:3][C:4]1[CH:9]=[CH:8][C:7]([C:10]2[S:18][C:17]3[C:16](=[O:19])[N:15]([CH2:20][CH2:21][C:22]4[CH:27]=[CH:26][C:25]([CH2:28][NH:29][CH3:30])=[CH:24][CH:23]=4)[CH:14]=[N:13][C:12]=3[CH:11]=2)=[CH:6][CH:5]=1.[CH3:31][S:32](Cl)(=[O:34])=[O:33].C(N(CC)CC)C.O1CCCC1.